This data is from Peptide-MHC class II binding affinity with 134,281 pairs from IEDB. The task is: Regression. Given a peptide amino acid sequence and an MHC pseudo amino acid sequence, predict their binding affinity value. This is MHC class II binding data. (1) The peptide sequence is ELAAVSVDCSEYPKP. The MHC is HLA-DPA10201-DPB11401 with pseudo-sequence HLA-DPA10201-DPB11401. The binding affinity (normalized) is 0.0250. (2) The MHC is H-2-IAk with pseudo-sequence H-2-IAk. The peptide sequence is LGSDLPTFTAEEKALL. The binding affinity (normalized) is 0. (3) The peptide sequence is FSKHYKDIVVADNLG. The MHC is DRB1_0101 with pseudo-sequence DRB1_0101. The binding affinity (normalized) is 0.656. (4) The peptide sequence is RGVQGFIFFFLFNIL. The MHC is H-2-IAd with pseudo-sequence H-2-IAd. The binding affinity (normalized) is 0.155.